From a dataset of Forward reaction prediction with 1.9M reactions from USPTO patents (1976-2016). Predict the product of the given reaction. (1) The product is: [CH3:1][C:2]1([CH3:14])[C:6](=[O:7])[C:5]2[CH:8]=[C:9]([N+:15]([O-:17])=[O:16])[C:10]([CH3:13])=[C:11]([CH3:12])[C:4]=2[O:3]1. Given the reactants [CH3:1][C:2]1([CH3:14])[C:6](=[O:7])[C:5]2[CH:8]=[CH:9][C:10]([CH3:13])=[C:11]([CH3:12])[C:4]=2[O:3]1.[N+:15]([O-])([O-:17])=[O:16].[NH4+], predict the reaction product. (2) Given the reactants Cl[C:2]([O:4][CH2:5][CH:6]=[CH2:7])=[O:3].[NH2:8][C:9]1[CH:14]=[C:13]([O:15][Si:16]([CH:23]([CH3:25])[CH3:24])([CH:20]([CH3:22])[CH3:21])[CH:17]([CH3:19])[CH3:18])[C:12]([O:26][CH3:27])=[CH:11][C:10]=1[C:28]([N:30]1[CH:34]=[C:33]([CH3:35])[CH2:32][C@H:31]1[CH2:36][O:37][Si:38]([C:41]([CH3:44])([CH3:43])[CH3:42])([CH3:40])[CH3:39])=[O:29].N1C=CC=CC=1.CC(C)=O.C(=O)=O, predict the reaction product. The product is: [CH2:5]([O:4][C:2](=[O:3])[NH:8][C:9]1[CH:14]=[C:13]([O:15][Si:16]([CH:17]([CH3:18])[CH3:19])([CH:23]([CH3:25])[CH3:24])[CH:20]([CH3:22])[CH3:21])[C:12]([O:26][CH3:27])=[CH:11][C:10]=1[C:28]([N:30]1[CH:34]=[C:33]([CH3:35])[CH2:32][C@H:31]1[CH2:36][O:37][Si:38]([C:41]([CH3:44])([CH3:43])[CH3:42])([CH3:39])[CH3:40])=[O:29])[CH:6]=[CH2:7]. (3) Given the reactants [CH3:1][C:2]([OH:25])([CH3:24])[CH2:3][CH:4]1[CH2:9][CH2:8][N:7]([C:10]([C:12]2[NH:13][C:14]3[C:19]([CH:20]=2)=[CH:18][C:17]([N+:21]([O-])=O)=[CH:16][CH:15]=3)=[O:11])[CH2:6][CH2:5]1, predict the reaction product. The product is: [NH2:21][C:17]1[CH:18]=[C:19]2[C:14](=[CH:15][CH:16]=1)[NH:13][C:12]([C:10]([N:7]1[CH2:8][CH2:9][CH:4]([CH2:3][C:2]([CH3:24])([OH:25])[CH3:1])[CH2:5][CH2:6]1)=[O:11])=[CH:20]2. (4) Given the reactants [CH3:1][O:2][C:3](=[O:23])[C@H:4]([CH2:13][NH:14][C:15](=[O:22])[C:16]1[CH:21]=[CH:20][CH:19]=[CH:18][CH:17]=1)[NH:5]C(OC(C)(C)C)=O, predict the reaction product. The product is: [CH3:1][O:2][C:3](=[O:23])[C@H:4]([CH2:13][NH:14][C:15](=[O:22])[C:16]1[CH:21]=[CH:20][CH:19]=[CH:18][CH:17]=1)[NH2:5]. (5) Given the reactants [C:1]([CH2:3][C:4]1[CH:5]=[C:6]([C:9]([O:11][CH3:12])=[O:10])[NH:7][CH:8]=1)#[N:2].[CH2:13](Br)[C:14]1[CH:19]=[CH:18][CH:17]=[CH:16][CH:15]=1.O, predict the reaction product. The product is: [CH2:13]([N:7]1[CH:8]=[C:4]([CH2:3][C:1]#[N:2])[CH:5]=[C:6]1[C:9]([O:11][CH3:12])=[O:10])[C:14]1[CH:19]=[CH:18][CH:17]=[CH:16][CH:15]=1.